This data is from Catalyst prediction with 721,799 reactions and 888 catalyst types from USPTO. The task is: Predict which catalyst facilitates the given reaction. (1) Reactant: [CH3:1][N:2]([CH3:10])[C:3]1[CH:4]=[C:5]([CH:7]=[CH:8][CH:9]=1)[NH2:6].C(N(C(C)C)CC)(C)C.[O:20]1[CH2:25][CH2:24][N:23]([CH2:26][CH2:27][CH2:28][O:29][C:30]2[CH:31]=[C:32]([NH:36][C:37](=O)[O:38]C3C=CC([N+]([O-])=O)=CC=3)[CH:33]=[CH:34][CH:35]=2)[CH2:22][CH2:21]1. Product: [CH3:1][N:2]([CH3:10])[C:3]1[CH:4]=[C:5]([NH:6][C:37]([NH:36][C:32]2[CH:33]=[CH:34][CH:35]=[C:30]([O:29][CH2:28][CH2:27][CH2:26][N:23]3[CH2:24][CH2:25][O:20][CH2:21][CH2:22]3)[CH:31]=2)=[O:38])[CH:7]=[CH:8][CH:9]=1. The catalyst class is: 22. (2) The catalyst class is: 52. Reactant: [NH:1]([C:3]1[CH:11]=[CH:10][C:6]([C:7]([OH:9])=[O:8])=[CH:5][CH:4]=1)[NH2:2].[CH3:12][C:13](=O)[CH2:14][C:15](=O)[CH3:16]. Product: [CH3:12][C:13]1[CH:14]=[C:15]([CH3:16])[N:1]([C:3]2[CH:4]=[CH:5][C:6]([C:7]([OH:9])=[O:8])=[CH:10][CH:11]=2)[N:2]=1.